From a dataset of NCI-60 drug combinations with 297,098 pairs across 59 cell lines. Regression. Given two drug SMILES strings and cell line genomic features, predict the synergy score measuring deviation from expected non-interaction effect. (1) Drug 1: CN(CC1=CN=C2C(=N1)C(=NC(=N2)N)N)C3=CC=C(C=C3)C(=O)NC(CCC(=O)O)C(=O)O. Drug 2: CCC(=C(C1=CC=CC=C1)C2=CC=C(C=C2)OCCN(C)C)C3=CC=CC=C3.C(C(=O)O)C(CC(=O)O)(C(=O)O)O. Cell line: HS 578T. Synergy scores: CSS=19.0, Synergy_ZIP=-3.90, Synergy_Bliss=2.49, Synergy_Loewe=-34.4, Synergy_HSA=-2.12. (2) Drug 1: CC(CN1CC(=O)NC(=O)C1)N2CC(=O)NC(=O)C2. Drug 2: CCC1=C2CN3C(=CC4=C(C3=O)COC(=O)C4(CC)O)C2=NC5=C1C=C(C=C5)O. Cell line: NCI/ADR-RES. Synergy scores: CSS=7.00, Synergy_ZIP=-6.44, Synergy_Bliss=-1.52, Synergy_Loewe=-15.4, Synergy_HSA=-1.61.